This data is from Forward reaction prediction with 1.9M reactions from USPTO patents (1976-2016). The task is: Predict the product of the given reaction. (1) Given the reactants [CH2:1]([S:5]([N:8]1[C:16]2[C:11](=[CH:12][CH:13]=[CH:14][CH:15]=2)[CH:10]([C:17]([OH:19])=O)[CH2:9]1)(=[O:7])=[O:6])[CH:2]([CH3:4])[CH3:3].[F:20][C:21]1[CH:27]=[CH:26][C:24]([NH2:25])=[CH:23][C:22]=1[CH3:28].CCN(C(C)C)C(C)C.CN(C(ON1N=NC2C=CC=NC1=2)=[N+](C)C)C.F[P-](F)(F)(F)(F)F, predict the reaction product. The product is: [F:20][C:21]1[CH:27]=[CH:26][C:24]([NH:25][C:17]([CH:10]2[C:11]3[C:16](=[CH:15][CH:14]=[CH:13][CH:12]=3)[N:8]([S:5]([CH2:1][CH:2]([CH3:3])[CH3:4])(=[O:6])=[O:7])[CH2:9]2)=[O:19])=[CH:23][C:22]=1[CH3:28]. (2) The product is: [F:1][C:2]1[CH:11]=[CH:10][CH:9]=[C:8]2[C:3]=1[C:4](=[O:30])[C:5]([C:25]([O:27][CH2:28][CH3:29])=[O:26])=[CH:6][N:7]2[CH2:12][C:13]1[CH:18]=[CH:17][C:16]([N:19]2[CH:23]=[C:22]([CH:31]=[CH2:32])[CH:21]=[N:20]2)=[CH:15][CH:14]=1. Given the reactants [F:1][C:2]1[CH:11]=[CH:10][CH:9]=[C:8]2[C:3]=1[C:4](=[O:30])[C:5]([C:25]([O:27][CH2:28][CH3:29])=[O:26])=[CH:6][N:7]2[CH2:12][C:13]1[CH:18]=[CH:17][C:16]([N:19]2[CH:23]=[C:22](I)[CH:21]=[N:20]2)=[CH:15][CH:14]=1.[CH:31]([B-](F)(F)F)=[CH2:32].[K+].C(=O)([O-])[O-].[Cs+].[Cs+], predict the reaction product. (3) Given the reactants [N+:1]([C:4]1[CH:5]=[C:6]([OH:10])[CH:7]=[CH:8][CH:9]=1)([O-:3])=[O:2].[C:11]1(=O)[O:16][C:14](=[O:15])[C:13]2=[CH:17][CH:18]=[CH:19][CH:20]=[C:12]12, predict the reaction product. The product is: [OH:10][C:6]1[CH:7]=[CH:8][C:9]([C:11]2([C:9]3[CH:8]=[CH:7][C:6]([OH:10])=[CH:5][C:4]=3[N+:1]([O-:3])=[O:2])[C:12]3[C:13](=[CH:17][CH:18]=[CH:19][CH:20]=3)[C:14](=[O:15])[O:16]2)=[C:4]([N+:1]([O-:3])=[O:2])[CH:5]=1. (4) Given the reactants [N:1]1[CH:6]=[CH:5][CH:4]=[C:3]([S:7]([N:10]2[CH2:15][CH2:14][O:13][CH2:12][CH2:11]2)(=[O:9])=[O:8])[CH:2]=1, predict the reaction product. The product is: [NH:1]1[CH2:6][CH2:5][CH2:4][CH:3]([S:7]([N:10]2[CH2:11][CH2:12][O:13][CH2:14][CH2:15]2)(=[O:8])=[O:9])[CH2:2]1. (5) Given the reactants [F:1][C:2]1[C:11]2[C:6](=[CH:7][CH:8]=[CH:9][CH:10]=2)[C:5]([C@H:12]([N:14]([CH2:22][CH2:23][CH2:24][C@H:25]2[CH2:34][CH:33]([OH:35])[C:32]3[C:27](=[CH:28][CH:29]=[CH:30][CH:31]=3)[CH2:26]2)[C:15](=[O:21])[O:16][C:17]([CH3:20])([CH3:19])[CH3:18])[CH3:13])=[CH:4][CH:3]=1.C1C=C[NH+]=CC=1.[O-][Cr](Cl)(=O)=O, predict the reaction product. The product is: [F:1][C:2]1[C:11]2[C:6](=[CH:7][CH:8]=[CH:9][CH:10]=2)[C:5]([C@H:12]([N:14]([CH2:22][CH2:23][CH2:24][C@H:25]2[CH2:34][C:33](=[O:35])[C:32]3[C:27](=[CH:28][CH:29]=[CH:30][CH:31]=3)[CH2:26]2)[C:15](=[O:21])[O:16][C:17]([CH3:19])([CH3:20])[CH3:18])[CH3:13])=[CH:4][CH:3]=1. (6) Given the reactants [CH3:1][C:2]1[C:10]2[C:5](=[N:6][CH:7]=[C:8]([NH2:11])[CH:9]=2)[NH:4][N:3]=1.[F:12][C:13]1[C:21]([NH:22][S:23]([CH2:26][CH2:27][CH2:28][F:29])(=[O:25])=[O:24])=[CH:20][CH:19]=[C:18]([F:30])[C:14]=1[C:15](O)=[O:16].CCN=C=NCCCN(C)C.C1C=CC2N(O)N=NC=2C=1, predict the reaction product. The product is: [F:12][C:13]1[C:21]([NH:22][S:23]([CH2:26][CH2:27][CH2:28][F:29])(=[O:25])=[O:24])=[CH:20][CH:19]=[C:18]([F:30])[C:14]=1[C:15]([NH:11][C:8]1[CH:9]=[C:10]2[C:2]([CH3:1])=[N:3][NH:4][C:5]2=[N:6][CH:7]=1)=[O:16]. (7) Given the reactants COC(=O)[CH:4]([C:7]1[S:8][C:9]([Br:12])=[CH:10][CH:11]=1)[CH:5]=O.Cl.[Cl:15][C:16]1[CH:21]=[CH:20][CH:19]=[CH:18][C:17]=1[NH:22][NH2:23].[CH3:24][OH:25], predict the reaction product. The product is: [Br:12][C:9]1[S:8][C:7]([C:4]2[N:22]([C:17]3[CH:18]=[CH:19][CH:20]=[CH:21][C:16]=3[Cl:15])[N:23]=[C:24]([OH:25])[CH:5]=2)=[CH:11][CH:10]=1. (8) Given the reactants [C:1]1([N:7]2[C:12](=[O:13])[N:11]([CH2:14][C:15]3C=CC=[CH:17][CH:16]=3)[C:10](=[O:21])C(C#N)=[N:8]2)[CH:6]=[CH:5][CH:4]=[CH:3][CH:2]=1.Cl.[C:25]([OH:28])(=[O:27])[CH3:26], predict the reaction product. The product is: [C:1]1([N:7]2[C:12](=[O:13])[N:11]([CH2:14][CH2:15][CH2:16][CH3:17])[C:10](=[O:21])[C:26]([C:25]([OH:28])=[O:27])=[N:8]2)[CH:2]=[CH:3][CH:4]=[CH:5][CH:6]=1. (9) Given the reactants [OH:1][C@@H:2]1[C@@H:8]([NH:9][C:10]([C@@H:12]([NH:17][C:18]([C:20]2[O:28][C:27]3[C:22](=[N:23][CH:24]=[CH:25][CH:26]=3)[CH:21]=2)=[O:19])[CH2:13][CH:14]([CH3:16])[CH3:15])=[O:11])[CH2:7][CH2:6][C@@H:5]([CH3:29])[N:4]([S:30]([C:33]2[CH:38]=[CH:37][CH:36]=[CH:35][N:34]=2)(=[O:32])=[O:31])[CH2:3]1.C(N(CC)CC)C, predict the reaction product. The product is: [CH3:15][CH:14]([CH3:16])[CH2:13][C@H:12]([NH:17][C:18]([C:20]1[O:28][C:27]2[C:22](=[N:23][CH:24]=[CH:25][CH:26]=2)[CH:21]=1)=[O:19])[C:10](=[O:11])[NH:9][C@H:8]1[CH2:7][CH2:6][C@@H:5]([CH3:29])[N:4]([S:30]([C:33]2[CH:38]=[CH:37][CH:36]=[CH:35][N:34]=2)(=[O:32])=[O:31])[CH2:3][C:2]1=[O:1].